Dataset: Catalyst prediction with 721,799 reactions and 888 catalyst types from USPTO. Task: Predict which catalyst facilitates the given reaction. Reactant: C1(P(C2C=CC=CC=2)C2C=CC=CC=2)C=CC=CC=1.N(C(OC(C)C)=O)=NC(OC(C)C)=O.O[CH:35]([CH2:47][CH2:48][CH3:49])[CH2:36][CH2:37][N:38]([CH3:46])[C:39](=[O:45])[O:40][C:41]([CH3:44])([CH3:43])[CH3:42].[C:50]([OH:58])(=[S:57])[C:51]1[CH:56]=[CH:55][CH:54]=[CH:53][CH:52]=1. The catalyst class is: 7. Product: [CH3:42][C:41]([O:40][C:39](=[O:45])[N:38]([CH2:37][CH2:36][CH:35]([S:57][C:50](=[O:58])[C:51]1[CH:56]=[CH:55][CH:54]=[CH:53][CH:52]=1)[CH2:47][CH2:48][CH3:49])[CH3:46])([CH3:44])[CH3:43].